From a dataset of Forward reaction prediction with 1.9M reactions from USPTO patents (1976-2016). Predict the product of the given reaction. (1) Given the reactants CO[C:3]([C:5]1[CH:6]=[N:7][C:8]2[C:13]([C:14]=1[O:15][CH3:16])=[CH:12][C:11](/[CH:17]=[C:18]1/[C:19](=[O:33])[N:20]=[C:21]([NH:23][C@@H:24]3[CH2:26][C@H:25]3[C:27]3[CH:32]=[CH:31][CH:30]=[CH:29][CH:28]=3)[S:22]/1)=[CH:10][CH:9]=2)=[O:4].C[NH:35][CH2:36][CH2:37][NH:38][CH3:39].Cl.[CH:41](Cl)(Cl)Cl, predict the reaction product. The product is: [CH3:41][N:38]([CH3:39])[CH2:37][CH2:36][NH:35][C:3]([C:5]1[CH:6]=[N:7][C:8]2[C:13]([C:14]=1[O:15][CH3:16])=[CH:12][C:11](/[CH:17]=[C:18]1/[C:19](=[O:33])[N:20]=[C:21]([NH:23][C@@H:24]3[CH2:26][C@H:25]3[C:27]3[CH:28]=[CH:29][CH:30]=[CH:31][CH:32]=3)[S:22]/1)=[CH:10][CH:9]=2)=[O:4]. (2) The product is: [CH2:1]([O:3][C:4](=[O:37])[CH2:5][C:6]1[C:14]2[C:9](=[CH:10][C:11]([C:15]3[CH:16]=[C:17]([NH2:24])[CH:18]=[C:19]([NH2:21])[CH:20]=3)=[CH:12][CH:13]=2)[N:8]([CH2:27][C:28]2[S:29][C:30]3[CH:36]=[CH:35][CH:34]=[CH:33][C:31]=3[N:32]=2)[CH:7]=1)[CH3:2]. Given the reactants [CH2:1]([O:3][C:4](=[O:37])[CH2:5][C:6]1[C:14]2[C:9](=[CH:10][C:11]([C:15]3[CH:20]=[C:19]([N+:21]([O-])=O)[CH:18]=[C:17]([N+:24]([O-])=O)[CH:16]=3)=[CH:12][CH:13]=2)[N:8]([CH2:27][C:28]2[S:29][C:30]3[CH:36]=[CH:35][CH:34]=[CH:33][C:31]=3[N:32]=2)[CH:7]=1)[CH3:2], predict the reaction product. (3) Given the reactants [NH:1]1[CH2:6][CH2:5][NH:4][CH2:3][C:2]1=[O:7].[N:8]([CH:11]([C:18]1[CH:23]=[CH:22][CH:21]=[CH:20][CH:19]=1)[C:12]1[CH:17]=[CH:16][CH:15]=[CH:14][CH:13]=1)=[C:9]=[O:10], predict the reaction product. The product is: [CH:11]([NH:8][C:9]([N:4]1[CH2:5][CH2:6][NH:1][C:2](=[O:7])[CH2:3]1)=[O:10])([C:18]1[CH:19]=[CH:20][CH:21]=[CH:22][CH:23]=1)[C:12]1[CH:17]=[CH:16][CH:15]=[CH:14][CH:13]=1. (4) The product is: [Cl:1][C:2]1[CH:3]=[C:4]([C:8]#[C:9][C:10]2[N:11]=[C:12]([CH3:22])[N:13]([C:15]3[CH:20]=[CH:19][N:18]([CH2:24][CH2:25][OH:26])[C:17](=[O:21])[CH:16]=3)[CH:14]=2)[CH:5]=[CH:6][CH:7]=1. Given the reactants [Cl:1][C:2]1[CH:3]=[C:4]([C:8]#[C:9][C:10]2[N:11]=[C:12]([CH3:22])[N:13]([C:15]3[CH:20]=[CH:19][NH:18][C:17](=[O:21])[CH:16]=3)[CH:14]=2)[CH:5]=[CH:6][CH:7]=1.I[CH2:24][CH2:25][OH:26], predict the reaction product. (5) Given the reactants [C:1]1([N:7]([CH2:29][CH2:30][C:31]([O:33][CH2:34][CH3:35])=[O:32])[C:8]([C:10]2[CH:11]=[CH:12][C:13]3[S:17][C:16]([CH2:18][S:19][C:20]4[CH:25]=[CH:24][C:23]([C:26]#[N:27])=[CH:22][CH:21]=4)=[N:15][C:14]=3[CH:28]=2)=[O:9])[CH:6]=[CH:5][CH:4]=[CH:3][CH:2]=1.[ClH:36].C(O)C.C(=O)([O-])[O-].[NH4+:44].[NH4+], predict the reaction product. The product is: [ClH:36].[C:1]1([N:7]([CH2:29][CH2:30][C:31]([O:33][CH2:34][CH3:35])=[O:32])[C:8]([C:10]2[CH:11]=[CH:12][C:13]3[S:17][C:16]([CH2:18][S:19][C:20]4[CH:25]=[CH:24][C:23]([C:26](=[NH:44])[NH2:27])=[CH:22][CH:21]=4)=[N:15][C:14]=3[CH:28]=2)=[O:9])[CH:6]=[CH:5][CH:4]=[CH:3][CH:2]=1. (6) Given the reactants CS([O:5][CH2:6][C:7]1[CH:8]=[C:9]([CH:17]=[CH:18][CH:19]=1)[O:10][CH2:11][C:12]([O:14][CH2:15][CH3:16])=[O:13])(=O)=O.[F:20][C:21]1[CH:26]=[CH:25][C:24]([O:27][CH3:28])=[CH:23][C:22]=1[C:29]1[CH:34]=[CH:33][C:32](O)=[CH:31][C:30]=1[CH2:36][C:37]([CH3:40])([CH3:39])[CH3:38].C(=O)([O-])[O-].[K+].[K+].O, predict the reaction product. The product is: [F:20][C:21]1[CH:26]=[CH:25][C:24]([O:27][CH3:28])=[CH:23][C:22]=1[C:29]1[CH:34]=[CH:33][C:32]([O:5][CH2:6][C:7]2[CH:8]=[C:9]([CH:17]=[CH:18][CH:19]=2)[O:10][CH2:11][C:12]([O:14][CH2:15][CH3:16])=[O:13])=[CH:31][C:30]=1[CH2:36][C:37]([CH3:40])([CH3:39])[CH3:38].